Task: Predict which catalyst facilitates the given reaction.. Dataset: Catalyst prediction with 721,799 reactions and 888 catalyst types from USPTO (1) Reactant: [C:1]([C:3]([C:9]#[N:10])=[C:4](C#N)C#N)#[N:2].N[C:12](N)=[O:13].[CH3:15][OH:16]. Product: [CH3:15][O:16][C:4]([O:13][CH3:12])=[C:3]([C:9]#[N:10])[C:1]#[N:2]. The catalyst class is: 27. (2) Reactant: [CH3:1][O:2][CH2:3][C@H:4]([OH:6])[CH3:5].[H-].[Na+].[NH2:9][C:10]1[C:11]([C:30]([NH2:32])=[O:31])=[N:12][C:13]([CH:16]2[CH2:21][CH2:20][N:19]([C:22]3[N:27]=[C:26](Cl)[N:25]=[C:24]([Cl:29])[N:23]=3)[CH2:18][CH2:17]2)=[CH:14][CH:15]=1. Product: [NH2:9][C:10]1[C:11]([C:30]([NH2:32])=[O:31])=[N:12][C:13]([CH:16]2[CH2:17][CH2:18][N:19]([C:22]3[N:23]=[C:24]([Cl:29])[N:25]=[C:26]([O:6][C@H:4]([CH3:5])[CH2:3][O:2][CH3:1])[N:27]=3)[CH2:20][CH2:21]2)=[CH:14][CH:15]=1. The catalyst class is: 1. (3) Reactant: Cl[C:2]1[N:7]=[C:6]([C:8]2[CH:9]=[CH:10][C:11]([CH3:16])=[C:12]([CH:15]=2)[C:13]#[N:14])[C:5]([CH3:17])=[CH:4][N:3]=1.[CH3:18][N:19]1[CH2:24][CH2:23][N:22]([CH2:25][C:26]2[CH:32]=[CH:31][C:29]([NH2:30])=[CH:28][CH:27]=2)[CH2:21][CH2:20]1. Product: [CH3:16][C:11]1[CH:10]=[CH:9][C:8]([C:6]2[C:5]([CH3:17])=[CH:4][N:3]=[C:2]([NH:30][C:29]3[CH:28]=[CH:27][C:26]([CH2:25][N:22]4[CH2:21][CH2:20][N:19]([CH3:18])[CH2:24][CH2:23]4)=[CH:32][CH:31]=3)[N:7]=2)=[CH:15][C:12]=1[C:13]#[N:14]. The catalyst class is: 61.